Dataset: Full USPTO retrosynthesis dataset with 1.9M reactions from patents (1976-2016). Task: Predict the reactants needed to synthesize the given product. (1) Given the product [CH2:1]([O:8][C:9]([N:11]1[CH2:12][CH2:13][C:14]2([O:17][CH2:29][C:30](=[O:31])[NH:27][CH:18]2[CH2:19][C:20]2[CH:25]=[CH:24][C:23]([F:26])=[CH:22][CH:21]=2)[CH2:15][CH2:16]1)=[O:10])[C:2]1[CH:7]=[CH:6][CH:5]=[CH:4][CH:3]=1, predict the reactants needed to synthesize it. The reactants are: [CH2:1]([O:8][C:9]([N:11]1[CH2:16][CH2:15][C:14]([CH:18]([NH2:27])[CH2:19][C:20]2[CH:25]=[CH:24][C:23]([F:26])=[CH:22][CH:21]=2)([OH:17])[CH2:13][CH2:12]1)=[O:10])[C:2]1[CH:7]=[CH:6][CH:5]=[CH:4][CH:3]=1.Cl[CH2:29][C:30](Cl)=[O:31].[Na+].[I-].[I-].CC(C)([O-])C. (2) Given the product [CH:1]([C:4]1[CH:5]=[C:6]([C:12]([NH:15][C:16]2[CH:17]=[CH:18][C:19]([CH2:22][C:23]([O:25][CH2:26][CH3:27])=[O:24])=[CH:20][CH:21]=2)=[O:14])[O:7][C:8]=1[CH:9]([CH3:10])[CH3:11])([CH3:2])[CH3:3], predict the reactants needed to synthesize it. The reactants are: [CH:1]([C:4]1[CH:5]=[C:6]([C:12]([OH:14])=O)[O:7][C:8]=1[CH:9]([CH3:11])[CH3:10])([CH3:3])[CH3:2].[NH2:15][C:16]1[CH:21]=[CH:20][C:19]([CH2:22][C:23]([O:25][CH2:26][CH3:27])=[O:24])=[CH:18][CH:17]=1. (3) Given the product [CH3:16][O:15][C:14]1[C:13]([O:21][CH3:22])=[CH:20][CH:19]=[CH:18][C:17]=1[C:5]([C:7]1[CH:8]=[CH:9][N:10]=[CH:11][CH:12]=1)=[O:6], predict the reactants needed to synthesize it. The reactants are: COCN[C:5]([C:7]1[CH:12]=[CH:11][N:10]=[CH:9][CH:8]=1)=[O:6].[C:13]1([O:21][CH3:22])[C:14](=[CH:17][CH:18]=[CH:19][CH:20]=1)[O:15][CH3:16]. (4) Given the product [Br:17][C:11]1[CH:12]=[CH:13][CH:14]=[CH:15][C:10]=1[CH:7]([C:1]1[CH:2]=[CH:3][CH:4]=[CH:5][CH:6]=1)[CH2:8][NH2:9], predict the reactants needed to synthesize it. The reactants are: [C:1]1([CH:7]([C:10]2[CH:15]=[CH:14][CH:13]=[CH:12][C:11]=2C)[CH2:8][NH2:9])[CH:6]=[CH:5][CH:4]=[CH:3][CH:2]=1.[Br:17]C1C=CC=CC=1C(C1C=CC=CC=1)=O. (5) Given the product [CH2:10]([O:9][C:4]1[C:3]2[N:17]=[C:18]([CH:20]3[CH2:22][CH2:21]3)[N:1]([CH3:24])[C:2]=2[CH:7]=[C:6]([Br:8])[CH:5]=1)[C:11]1[CH:16]=[CH:15][CH:14]=[CH:13][CH:12]=1, predict the reactants needed to synthesize it. The reactants are: [NH2:1][C:2]1[CH:7]=[C:6]([Br:8])[CH:5]=[C:4]([O:9][CH2:10][C:11]2[CH:16]=[CH:15][CH:14]=[CH:13][CH:12]=2)[C:3]=1[NH:17][C:18]([CH:20]1[CH2:22][CH2:21]1)=O.Cl.[C:24]([BH3-])#N.[Na+].[OH-].[Na+].